This data is from Forward reaction prediction with 1.9M reactions from USPTO patents (1976-2016). The task is: Predict the product of the given reaction. (1) Given the reactants [F:1][C:2]1[CH:28]=[CH:27][CH:26]=[C:25]([F:29])[C:3]=1[C:4]([NH:6][C:7]([NH:9][C:10]1[CH:15]=[CH:14][C:13]([S:16][C:17]([F:23])([F:22])[C:18]([F:21])([F:20])[F:19])=[CH:12][C:11]=1[F:24])=[O:8])=[O:5].[H-].[Na+].Cl[CH:33]([O:35][CH:36](Cl)Cl)Cl.[Cl-].[NH4+], predict the reaction product. The product is: [F:1][C:2]1[CH:28]=[CH:27][CH:26]=[C:25]([F:29])[C:3]=1[C:4]([N:6]1[C:7](=[O:8])[N:9]([C:10]2[CH:15]=[CH:14][C:13]([S:16][C:17]([F:22])([F:23])[C:18]([F:20])([F:19])[F:21])=[CH:12][C:11]=2[F:24])[CH2:36][O:35][CH2:33]1)=[O:5]. (2) Given the reactants C(OC([N:8]([CH2:42][CH3:43])[C:9]1[C:10]([CH2:37][O:38]C(=O)C)=[N:11][CH:12]=[C:13]([C:15]2[CH:24]=[CH:23][C:22]3[N:21]=[CH:20][C:19]4[N:25]([CH3:36])[C:26](=[O:35])[N:27]([C:28]5[C:29]([CH3:34])=[N:30][N:31]([CH3:33])[CH:32]=5)[C:18]=4[C:17]=3[CH:16]=2)[CH:14]=1)=O)(C)(C)C.[Li+].[OH-], predict the reaction product. The product is: [CH3:33][N:31]1[CH:32]=[C:28]([N:27]2[C:18]3[C:17]4[CH:16]=[C:15]([C:13]5[CH:12]=[N:11][C:10]([CH2:37][OH:38])=[C:9]([NH:8][CH2:42][CH3:43])[CH:14]=5)[CH:24]=[CH:23][C:22]=4[N:21]=[CH:20][C:19]=3[N:25]([CH3:36])[C:26]2=[O:35])[C:29]([CH3:34])=[N:30]1. (3) The product is: [C:3]([O:7][C:8]([N:10]1[CH2:15][CH2:14][C:13]([NH:18][C:19]([O:21][C:22]([CH3:25])([CH3:24])[CH3:23])=[O:20])([CH2:16][O:17][CH2:31][C:30]2[CH:33]=[CH:34][C:27]([Cl:26])=[CH:28][CH:29]=2)[CH2:12][CH2:11]1)=[O:9])([CH3:5])([CH3:6])[CH3:4]. Given the reactants [H-].[Na+].[C:3]([O:7][C:8]([N:10]1[CH2:15][CH2:14][C:13]([NH:18][C:19]([O:21][C:22]([CH3:25])([CH3:24])[CH3:23])=[O:20])([CH2:16][OH:17])[CH2:12][CH2:11]1)=[O:9])([CH3:6])([CH3:5])[CH3:4].[Cl:26][C:27]1[CH:34]=[CH:33][C:30]([CH2:31]Br)=[CH:29][CH:28]=1, predict the reaction product. (4) Given the reactants CO[N:3]=[C:4]1[C:13]2[C:8](=[CH:9][CH:10]=[C:11]([F:14])[CH:12]=2)[O:7][CH2:6][CH2:5]1.CON=C1C2C(=CC=C(C)C=2)OCC1, predict the reaction product. The product is: [F:14][C:11]1[CH:12]=[C:13]2[C:8](=[CH:9][CH:10]=1)[O:7][CH2:6][CH2:5][CH:4]2[NH2:3].